The task is: Predict the product of the given reaction.. This data is from Forward reaction prediction with 1.9M reactions from USPTO patents (1976-2016). (1) Given the reactants Br[C:2]1[C:3]2[CH:12]=[CH:11][O:10][C:4]=2[C:5](=[O:9])[N:6]([CH3:8])[CH:7]=1.[CH:13]1([CH2:16][O:17][C:18]2[CH:23]=[CH:22][C:21]([S:24]([CH2:27][CH3:28])(=[O:26])=[O:25])=[CH:20][C:19]=2B2OC(C)(C)C(C)(C)O2)[CH2:15][CH2:14]1.C([O-])(O)=O.[Na+], predict the reaction product. The product is: [CH:13]1([CH2:16][O:17][C:18]2[CH:23]=[CH:22][C:21]([S:24]([CH2:27][CH3:28])(=[O:26])=[O:25])=[CH:20][C:19]=2[C:2]2[C:3]3[CH:12]=[CH:11][O:10][C:4]=3[C:5](=[O:9])[N:6]([CH3:8])[CH:7]=2)[CH2:14][CH2:15]1. (2) Given the reactants [C:1]([NH:4][C:5]1[CH:10]=[CH:9][C:8]([S:11]([OH:13])=[O:12])=[CH:7][CH:6]=1)(=[O:3])[CH3:2].[OH-].[Na+].[CH3:16][CH2:17][N:18]([CH2:21][CH2:22]Cl)[CH2:19][CH3:20].Cl, predict the reaction product. The product is: [C:1]([NH:4][C:5]1[CH:6]=[CH:7][C:8]([S:11]([CH2:16][CH2:17][N:18]([CH2:21][CH3:22])[CH2:19][CH3:20])(=[O:13])=[O:12])=[CH:9][CH:10]=1)(=[O:3])[CH3:2]. (3) Given the reactants [N-:1]=[N+:2]=[N-:3].[Na+].O(S(C(F)(F)F)(=O)=O)S(C(F)(F)F)(=O)=O.S(N=[N+]=[N-])(C(F)(F)F)(=O)=O.Cl.N[CH:32]([CH2:37][CH2:38][CH2:39][CH2:40][NH:41][C:42]([O:44][CH2:45][C:46]1[CH:51]=[CH:50][CH:49]=[CH:48][CH:47]=1)=[O:43])[C:33]([O:35][CH3:36])=[O:34], predict the reaction product. The product is: [N:1]([CH:32]([CH2:37][CH2:38][CH2:39][CH2:40][NH:41][C:42]([O:44][CH2:45][C:46]1[CH:51]=[CH:50][CH:49]=[CH:48][CH:47]=1)=[O:43])[C:33]([O:35][CH3:36])=[O:34])=[N+:2]=[N-:3]. (4) Given the reactants [NH2:1][C:2]1[C:3]([CH3:8])=[CH:4][CH:5]=[CH:6][CH:7]=1.F[C:10]1[C:11]([N+:18]([O-:20])=[O:19])=[C:12]([CH:15]=[CH:16][CH:17]=1)[C:13]#[N:14].C(N(CC)C(C)C)(C)C, predict the reaction product. The product is: [N+:18]([C:11]1([NH:1][C:2]2[CH:7]=[CH:6][CH:5]=[CH:4][C:3]=2[CH3:8])[CH:10]=[CH:17][CH:16]=[CH:15][CH:12]1[C:13]#[N:14])([O-:20])=[O:19]. (5) Given the reactants I[C:2]1[CH:7]=[CH:6][CH:5]=[CH:4][CH:3]=1.[N+](C1C=CC(C(O)=O)=CC=1)([O-])=O.CCCCCCCCCCCCCC.[C:34]([N:41]1[CH:45]=[CH:44][CH2:43][CH2:42]1)([O:36][C:37]([CH3:40])([CH3:39])[CH3:38])=[O:35], predict the reaction product. The product is: [C:34]([N:41]1[CH2:42][CH:43]=[CH:44][C@H:45]1[C:2]1[CH:7]=[CH:6][CH:5]=[CH:4][CH:3]=1)([O:36][C:37]([CH3:40])([CH3:39])[CH3:38])=[O:35].